Dataset: Catalyst prediction with 721,799 reactions and 888 catalyst types from USPTO. Task: Predict which catalyst facilitates the given reaction. (1) Reactant: [C:1]([CH:3]1[CH2:8][CH2:7][NH:6][CH2:5][CH2:4]1)#[N:2].[CH3:9][C:10]([CH3:12])=O.C(O)(=O)C.C([BH3-])#N.[Na+]. Product: [CH:10]([N:6]1[CH2:7][CH2:8][CH:3]([C:1]#[N:2])[CH2:4][CH2:5]1)([CH3:12])[CH3:9]. The catalyst class is: 92. (2) Reactant: [Br:1][C:2]1[CH:7]=[CH:6][C:5]([CH2:8][CH2:9][C:10](O)=[O:11])=[CH:4][CH:3]=1.O1CCCC1.B. Product: [Br:1][C:2]1[CH:3]=[CH:4][C:5]([CH2:8][CH2:9][CH2:10][OH:11])=[CH:6][CH:7]=1. The catalyst class is: 1.